Dataset: Catalyst prediction with 721,799 reactions and 888 catalyst types from USPTO. Task: Predict which catalyst facilitates the given reaction. (1) Reactant: FC(F)(F)C(O)=O.FC(F)(F)C(O)=O.[NH2:15][CH2:16][C@H:17]1[CH2:22][CH2:21][C@H:20]([N:23]2[C:27]3=[C:28]4[S:34][CH:33]=[CH:32][C:29]4=[N:30][CH:31]=[C:26]3[N:25]=[C:24]2[C@H:35]([OH:37])[CH3:36])[CH2:19][CH2:18]1.C(N(CC)CC)C.Cl[C:46]([O:48][CH:49]([CH3:51])[CH3:50])=[O:47]. Product: [CH:49]([O:48][C:46](=[O:47])[NH:15][CH2:16][C@H:17]1[CH2:22][CH2:21][C@H:20]([N:23]2[C:27]3=[C:28]4[S:34][CH:33]=[CH:32][C:29]4=[N:30][CH:31]=[C:26]3[N:25]=[C:24]2[C@H:35]([OH:37])[CH3:36])[CH2:19][CH2:18]1)([CH3:51])[CH3:50]. The catalyst class is: 390. (2) Reactant: C(OC([N:8]1[CH2:13][CH2:12][C:11]2[NH:14][C:15]([C:17]3[CH:22]=[CH:21][N:20]=[C:19]([NH:23][C:24](=[O:31])[C:25]4[CH:30]=[CH:29][CH:28]=[CH:27][CH:26]=4)[N:18]=3)=[CH:16][C:10]=2[C:9]1=[O:32])=O)(C)(C)C.Cl. Product: [O:32]=[C:9]1[C:10]2[CH:16]=[C:15]([C:17]3[CH:22]=[CH:21][N:20]=[C:19]([NH:23][C:24](=[O:31])[C:25]4[CH:26]=[CH:27][CH:28]=[CH:29][CH:30]=4)[N:18]=3)[NH:14][C:11]=2[CH2:12][CH2:13][NH:8]1. The catalyst class is: 523. (3) The catalyst class is: 15. Product: [Cl:10][C:8]1[CH:7]=[C:4]([CH:3]=[C:2]([N:1]2[C:24](=[O:23])[C:25]([OH:32])=[C:26]([C:27](=[O:31])[CH:28]([CH3:30])[CH3:29])[CH:16]2[C:15]2[CH:18]=[CH:19][C:12]([Cl:11])=[CH:13][C:14]=2[CH3:20])[CH:9]=1)[C:5]#[N:6]. Reactant: [NH2:1][C:2]1[CH:3]=[C:4]([CH:7]=[C:8]([Cl:10])[CH:9]=1)[C:5]#[N:6].[Cl:11][C:12]1[CH:19]=[CH:18][C:15]([CH:16]=O)=[C:14]([CH3:20])[CH:13]=1.C([O:23][C:24](=O)[C:25](=[O:32])[CH2:26][C:27](=[O:31])[CH:28]([CH3:30])[CH3:29])C. (4) Reactant: Cl[C:2]([CH:4]1[CH2:9][CH2:8][N:7]([C:10]([O:12][CH2:13][CH:14]2[C:26]3[CH:25]=[CH:24][CH:23]=[CH:22][C:21]=3[C:20]3[C:15]2=[CH:16][CH:17]=[CH:18][CH:19]=3)=[O:11])[CH2:6][CH2:5]1)=[O:3].[Si]([CH:31]=[N+:32]=[N-:33])(C)(C)C. Product: [N+:32](=[CH:31][C:2]([CH:4]1[CH2:9][CH2:8][N:7]([C:10]([O:12][CH2:13][CH:14]2[C:26]3[CH:25]=[CH:24][CH:23]=[CH:22][C:21]=3[C:20]3[C:15]2=[CH:16][CH:17]=[CH:18][CH:19]=3)=[O:11])[CH2:6][CH2:5]1)=[O:3])=[N-:33]. The catalyst class is: 11.